This data is from Full USPTO retrosynthesis dataset with 1.9M reactions from patents (1976-2016). The task is: Predict the reactants needed to synthesize the given product. (1) Given the product [CH2:7]([CH2:9][C:15](=[O:16])[CH2:17][CH2:19][C:20]1[CH:25]=[CH:24][C:23]([CH:26]([CH3:31])[C:27]([OH:29])=[O:28])=[C:22]([F:32])[CH:21]=1)[CH3:8], predict the reactants needed to synthesize it. The reactants are: C(=O)([O-])[O-].[K+].[K+].[CH2:7]([CH:9]([C:15]([CH3:17])=[O:16])C(OCC)=O)[CH3:8].Br[CH2:19][C:20]1[CH:25]=[CH:24][C:23]([CH:26]([CH3:31])[C:27]([O:29]C)=[O:28])=[C:22]([F:32])[CH:21]=1. (2) Given the product [CH3:21][N:22]1[CH:26]=[C:25]([NH:27][C:28]([N:13]2[C@@H:14]3[CH2:19][N:18]([CH2:17][CH2:16][CH2:15]3)[C:11]3[CH:10]=[CH:9][C:8]([C:6]4[CH:5]=[CH:4][N:3]=[C:2]([CH3:1])[CH:7]=4)=[N:20][C:12]2=3)=[O:29])[CH:24]=[N:23]1, predict the reactants needed to synthesize it. The reactants are: [CH3:1][C:2]1[CH:7]=[C:6]([C:8]2[CH:9]=[CH:10][C:11]3[N:18]4[CH2:19][C@H:14]([CH2:15][CH2:16][CH2:17]4)[NH:13][C:12]=3[N:20]=2)[CH:5]=[CH:4][N:3]=1.[CH3:21][N:22]1[CH:26]=[C:25]([NH:27][C:28](=O)[O:29]C2C=CC=CC=2)[CH:24]=[N:23]1. (3) Given the product [CH3:1][C:2]1[CH:3]=[CH:4][C:5]([NH:8][C:9](=[O:19])[C:10]2[CH:15]=[CH:14][CH:13]=[CH:12][C:11]=2[NH2:16])=[N:6][CH:7]=1, predict the reactants needed to synthesize it. The reactants are: [CH3:1][C:2]1[CH:3]=[CH:4][C:5]([NH:8][C:9](=[O:19])[C:10]2[CH:15]=[CH:14][CH:13]=[CH:12][C:11]=2[N+:16]([O-])=O)=[N:6][CH:7]=1.CO.[BH4-].[Na+].